From a dataset of Reaction yield outcomes from USPTO patents with 853,638 reactions. Predict the reaction yield, written as a fraction of the theoretical maximum amount of product (1.0 means a 100% yield; for example, 0.34 means a 34% yield). (1) The reactants are [CH3:1][O:2][CH2:3][C:4]([OH:6])=O.O=C1N(P(Cl)(N2CCOC2=O)=O)CCO1.C(N(CC)CC)C.[Br:29][C:30]1[C:31]([F:40])=[C:32]2[C:38]([NH2:39])=[CH:37][NH:36][C:33]2=[N:34][CH:35]=1.[Li+].[OH-].C([O-])([O-])=O.[Na+].[Na+]. The catalyst is C(Cl)Cl. The product is [Br:29][C:30]1[C:31]([F:40])=[C:32]2[C:38]([NH:39][C:4](=[O:6])[CH2:3][O:2][CH3:1])=[CH:37][NH:36][C:33]2=[N:34][CH:35]=1. The yield is 0.450. (2) The reactants are [NH2:1][C:2]1[N:6]([CH2:7][CH3:8])[NH:5][C:4](=[O:9])[CH:3]=1.C(NN)C.C(CC(OCC)=O)#N.[Br:22][C:23]1[CH:24]=[C:25]([CH:28]=[CH:29][C:30]=1[F:31])[CH:26]=O.[C:32]1(=O)[CH2:36][CH2:35][C:34](=[O:37])[CH2:33]1. The catalyst is C(O)C. The product is [Br:22][C:23]1[CH:24]=[C:25]([CH:26]2[C:3]3[C:4](=[O:9])[NH:5][N:6]([CH2:7][CH3:8])[C:2]=3[NH:1][C:32]3[CH2:36][CH2:35][C:34](=[O:37])[C:33]2=3)[CH:28]=[CH:29][C:30]=1[F:31]. The yield is 0.580. (3) The reactants are C([O:3][C:4](=O)[C:5]([NH:7][CH2:8][CH3:9])=[O:6])C.[CH3:11][O:12][CH:13]([O:16][CH3:17])[CH2:14][NH2:15]. The catalyst is CC(O)C. The product is [CH3:11][O:12][CH:13]([O:16][CH3:17])[CH2:14][NH:15][C:4](=[O:3])[C:5]([NH:7][CH2:8][CH3:9])=[O:6]. The yield is 0.805. (4) The reactants are [N:1]1[CH:6]=[CH:5][CH:4]=[C:3]([C:7]2[CH:15]=[C:14]3[C:10]([CH2:11][C:12](=[O:16])[NH:13]3)=[CH:9][CH:8]=2)[CH:2]=1.[CH2:17]([N:19]([CH2:36][CH3:37])[CH2:20][CH2:21][NH:22][C:23]([C:25]1[NH:26][C:27]([CH:34]=O)=[C:28]2[C:33]=1[CH2:32][CH2:31][CH2:30][CH2:29]2)=[O:24])[CH3:18]. No catalyst specified. The product is [CH2:36]([N:19]([CH2:17][CH3:18])[CH2:20][CH2:21][NH:22][C:23]([C:25]1[NH:26][C:27]([CH:34]=[C:11]2[C:10]3[C:14](=[CH:15][C:7]([C:3]4[CH:2]=[N:1][CH:6]=[CH:5][CH:4]=4)=[CH:8][CH:9]=3)[NH:13][C:12]2=[O:16])=[C:28]2[C:33]=1[CH2:32][CH2:31][CH2:30][CH2:29]2)=[O:24])[CH3:37]. The yield is 0.380. (5) The reactants are [Si]([O:8][C@@H:9]1[C@@:45]2([CH3:46])[C:13](=[CH:14][CH:15]=[C:16]3[C@@H:44]2[CH2:43][CH2:42][C@@:41]2([CH3:47])[C@H:17]3[CH2:18][CH:19]=[C:20]2[C:21]([O:24]/[CH:25]=[CH:26]/[CH2:27][C:28]([CH2:39][CH3:40])([O:31][Si](CC)(CC)CC)[CH2:29][CH3:30])([CH3:23])[CH3:22])[CH2:12][C@@H:11]([O:48][Si](C(C)(C)C)(C)C)[CH2:10]1)(C(C)(C)C)(C)C.O1CCCC1.[F-].C([N+](CCCC)(CCCC)CCCC)CCC. No catalyst specified. The product is [CH2:29]([C:28]([OH:31])([CH2:39][CH3:40])[CH2:27]/[CH:26]=[CH:25]/[O:24][C:21]([CH3:23])([C:20]1[C@:41]2([CH3:47])[C@H:17]([C:16]3[C@H:44]([CH2:43][CH2:42]2)[C@:45]2([CH3:46])[C:13]([CH2:12][C@@H:11]([OH:48])[CH2:10][C@@H:9]2[OH:8])=[CH:14][CH:15]=3)[CH2:18][CH:19]=1)[CH3:22])[CH3:30]. The yield is 1.00. (6) The reactants are [Cl:1][C:2]1[CH:10]=[CH:9][C:8]([Cl:11])=[CH:7][C:3]=1[C:4]([OH:6])=O.[Cl:12][C:13]1[C:18]2[N:19]=[C:20]([CH3:22])[S:21][C:17]=2[CH:16]=[CH:15][C:14]=1[NH2:23].C(N(CC)CC)C. The catalyst is S(Cl)(Cl)=O.C1COCC1. The product is [Cl:1][C:2]1[CH:10]=[CH:9][C:8]([Cl:11])=[CH:7][C:3]=1[C:4]([NH:23][C:14]1[CH:15]=[CH:16][C:17]2[S:21][C:20]([CH3:22])=[N:19][C:18]=2[C:13]=1[Cl:12])=[O:6]. The yield is 0.520. (7) The reactants are [N+:1]([C:4]1[CH:11]=[CH:10][C:7]([CH2:8][Br:9])=[CH:6][CH:5]=1)([O-:3])=[O:2].[CH:12]([Mg]Cl)([CH3:14])[CH3:13].C(C1C(=O)C(Cl)=C(Cl)C(=O)C=1C#N)#N.O. The catalyst is C1COCC1. The product is [CH:12]([C:5]1[CH:6]=[C:7]([CH:10]=[CH:11][C:4]=1[N+:1]([O-:3])=[O:2])[CH2:8][Br:9])([CH3:14])[CH3:13]. The yield is 0.350. (8) The reactants are [Br:1][C:2]1[CH:7]=[CH:6][C:5]([CH2:8]Br)=[C:4]([Cl:10])[CH:3]=1.Br.[CH3:12][C@@H:13]1[CH2:17][CH2:16][CH2:15][NH:14]1.C(=O)([O-])[O-].[K+].[K+]. The catalyst is CN(C)C=O. The product is [Br:1][C:2]1[CH:7]=[CH:6][C:5]([CH2:8][N:14]2[CH2:15][CH2:16][CH2:17][C@H:13]2[CH3:12])=[C:4]([Cl:10])[CH:3]=1. The yield is 0.790. (9) The yield is 0.860. The catalyst is C1COCC1.O.C(O)(=O)C. The reactants are CC1SC2C(SC)=NC=NC=2C=1.[Li+].C[Si]([N-][Si](C)(C)C)(C)C.C[O:24][N:25](C)C(=O)C1C=CC=CC=1.[CH3:35][S:36][C:37]1[C:38]2[S:45][C:44]([CH2:46][C:47]([C:49]3[CH:54]=[CH:53][CH:52]=[CH:51][CH:50]=3)=[O:48])=[CH:43][C:39]=2[N:40]=[CH:41][N:42]=1.N([O-])=O.[Na+]. The product is [CH3:35][S:36][C:37]1[C:38]2[S:45][C:44]([C:46](=[N:25][OH:24])[C:47]([C:49]3[CH:54]=[CH:53][CH:52]=[CH:51][CH:50]=3)=[O:48])=[CH:43][C:39]=2[N:40]=[CH:41][N:42]=1.